From a dataset of Retrosynthesis with 50K atom-mapped reactions and 10 reaction types from USPTO. Predict the reactants needed to synthesize the given product. Given the product COc1ccc2c3ccccc3n(CCC(C)(C)C)c2c1, predict the reactants needed to synthesize it. The reactants are: CC(C)(C)CCBr.COc1ccc2c(c1)[nH]c1ccccc12.